This data is from Catalyst prediction with 721,799 reactions and 888 catalyst types from USPTO. The task is: Predict which catalyst facilitates the given reaction. Reactant: C(N(C(C)C)CC)(C)C.[Cl:10][C:11]1[CH:19]=[CH:18][C:14]([C:15]([OH:17])=O)=[CH:13][C:12]=1[NH:20][C:21]([C:23]1[C:38](=[O:39])[NH:37][C:26]2[N:27]=[C:28]([N:31]3[CH2:36][CH2:35][CH2:34][CH2:33][CH2:32]3)[N:29]=[CH:30][C:25]=2[CH:24]=1)=[O:22].CN(C(ON1N=NC2C=CC=NC1=2)=[N+](C)C)C.F[P-](F)(F)(F)(F)F.[Cl:64][C:65]1[CH:66]=[C:67]([CH:71]=[CH:72][CH:73]=1)[CH2:68][NH:69][CH3:70]. Product: [Cl:10][C:11]1[CH:19]=[CH:18][C:14]([C:15](=[O:17])[N:69]([CH2:68][C:67]2[CH:71]=[CH:72][CH:73]=[C:65]([Cl:64])[CH:66]=2)[CH3:70])=[CH:13][C:12]=1[NH:20][C:21]([C:23]1[C:38](=[O:39])[NH:37][C:26]2[N:27]=[C:28]([N:31]3[CH2:32][CH2:33][CH2:34][CH2:35][CH2:36]3)[N:29]=[CH:30][C:25]=2[CH:24]=1)=[O:22]. The catalyst class is: 3.